Task: Predict the product of the given reaction.. Dataset: Forward reaction prediction with 1.9M reactions from USPTO patents (1976-2016) Given the reactants [CH2:1]([O:3][C:4](=[O:16])[C:5]1[C:10](Cl)=[C:9]([N+:12]([O-:14])=[O:13])[C:8]([Cl:15])=[N:7][CH:6]=1)[CH3:2].[CH:17]([NH2:20])([CH3:19])[CH3:18], predict the reaction product. The product is: [CH2:1]([O:3][C:4](=[O:16])[C:5]1[C:10]([NH:20][CH:17]([CH3:19])[CH3:18])=[C:9]([N+:12]([O-:14])=[O:13])[C:8]([Cl:15])=[N:7][CH:6]=1)[CH3:2].